From a dataset of Reaction yield outcomes from USPTO patents with 853,638 reactions. Predict the reaction yield, written as a fraction of the theoretical maximum amount of product (1.0 means a 100% yield; for example, 0.34 means a 34% yield). (1) The reactants are [NH:1]1[CH2:5][CH2:4][CH2:3][C@@H:2]1[CH2:6][NH:7][C:8](=[O:14])[O:9][C:10]([CH3:13])([CH3:12])[CH3:11].C(N(CC)CC)C.Cl[C:23]([O:25][CH2:26][C:27]1[CH:32]=[CH:31][CH:30]=[CH:29][CH:28]=1)=[O:24].O. The catalyst is C(Cl)Cl. The product is [CH3:12][C:10]([O:9][C:8]([NH:7][CH2:6][C@H:2]1[CH2:3][CH2:4][CH2:5][N:1]1[C:23]([O:25][CH2:26][C:27]1[CH:32]=[CH:31][CH:30]=[CH:29][CH:28]=1)=[O:24])=[O:14])([CH3:11])[CH3:13]. The yield is 0.810. (2) The reactants are [H-].[Al+3].[Li+].[H-].[H-].[H-].[CH2:7]([C@@H:14]1[C@@H:18]([CH:19]=[CH2:20])[C@H:17]([CH3:21])[O:16][C:15]1=[O:22])[C:8]1[CH:13]=[CH:12][CH:11]=[CH:10][CH:9]=1.[NH4+].[Cl-]. The catalyst is C1COCC1. The product is [CH2:7]([C@H:14]([C@@H:18]([CH:19]=[CH2:20])[C@@H:17]([OH:16])[CH3:21])[CH2:15][OH:22])[C:8]1[CH:13]=[CH:12][CH:11]=[CH:10][CH:9]=1. The yield is 0.940.